Dataset: Reaction yield outcomes from USPTO patents with 853,638 reactions. Task: Predict the reaction yield, written as a fraction of the theoretical maximum amount of product (1.0 means a 100% yield; for example, 0.34 means a 34% yield). (1) The reactants are CS[C:3]1[N:8]=[CH:7][C:6]([C:9]([O:11][CH2:12][CH3:13])=[O:10])=[CH:5][N:4]=1.ClC1C=CC=C(C(OO)=O)C=1.[NH2:25][C:26]1[CH:31]=[CH:30][CH:29]=[CH:28][CH:27]=1. The catalyst is ClCCl.C(C(C(C([O-])=O)O)O)([O-])=O.[Na+].[K+].C(OCC)(=O)C. The product is [C:26]1([NH:25][C:3]2[N:8]=[CH:7][C:6]([C:9]([O:11][CH2:12][CH3:13])=[O:10])=[CH:5][N:4]=2)[CH:31]=[CH:30][CH:29]=[CH:28][CH:27]=1. The yield is 0.890. (2) The reactants are Br[CH:2]([CH2:6][CH2:7][N:8]1[C:16](=[O:17])[C:15]2[C:10](=[CH:11][CH:12]=[CH:13][CH:14]=2)[C:9]1=[O:18])[C:3]([OH:5])=[O:4]. The catalyst is Br. The product is [O:18]=[C:9]1[C:10]2[C:15](=[CH:14][CH:13]=[CH:12][CH:11]=2)[C:16](=[O:17])[N:8]1[CH2:7][CH2:6][CH2:2][C:3]([OH:5])=[O:4]. The yield is 0.590. (3) The product is [C:23]1([S:20]([C:4]([CH:6]2[CH2:18][CH2:17][C:16]3[C:15]4[C:10](=[CH:11][CH:12]=[C:13]([Cl:19])[CH:14]=4)[NH:9][C:8]=3[CH2:7]2)([F:5])[C:3]([NH:31][CH3:30])=[O:29])(=[O:21])=[O:22])[CH:28]=[CH:27][CH:26]=[CH:25][CH:24]=1. The yield is 0.860. The reactants are CO[C:3](=[O:29])[C:4]([S:20]([C:23]1[CH:28]=[CH:27][CH:26]=[CH:25][CH:24]=1)(=[O:22])=[O:21])([CH:6]1[CH2:18][CH2:17][C:16]2[C:15]3[C:10](=[CH:11][CH:12]=[C:13]([Cl:19])[CH:14]=3)[NH:9][C:8]=2[CH2:7]1)[F:5].[C-:30]#[N:31].[Na+]. The catalyst is CN. (4) The reactants are Br[C:2]1[CH:7]=[CH:6][N:5]=[C:4]([NH2:8])[CH:3]=1.[CH3:9][O:10][C:11]1[C:16](B(O)O)=[CH:15][CH:14]=[CH:13][N:12]=1.C(=O)([O-])[O-].[Na+].[Na+]. The catalyst is CN(C=O)C. The product is [CH3:9][O:10][C:11]1[C:16]([C:2]2[CH:7]=[CH:6][N:5]=[C:4]([NH2:8])[CH:3]=2)=[CH:15][CH:14]=[CH:13][N:12]=1. The yield is 0.930. (5) The reactants are [CH3:1][O:2][C:3]1[CH:15]=[CH:14][C:6]([O:7][CH2:8][C:9]([CH3:13])([CH3:12])[CH2:10][OH:11])=[CH:5][CH:4]=1.C1C=C[NH+]=CC=1.C1C=C[NH+]=CC=1.[O-][Cr](O[Cr]([O-])(=O)=O)(=O)=O. The catalyst is C(Cl)Cl. The product is [CH3:1][O:2][C:3]1[CH:15]=[CH:14][C:6]([O:7][CH2:8][C:9]([CH3:12])([CH3:13])[CH:10]=[O:11])=[CH:5][CH:4]=1. The yield is 0.890. (6) The reactants are Br[C:2]1[N:7]=[CH:6][CH:5]=[CH:4][N:3]=1.[CH3:8][O:9][C:10]1[CH:15]=[C:14]([N+:16]([O-:18])=[O:17])[CH:13]=[CH:12][C:11]=1[OH:19].C([O-])([O-])=O.[Cs+].[Cs+]. The catalyst is CN(C=O)C. The product is [CH3:8][O:9][C:10]1[CH:15]=[C:14]([N+:16]([O-:18])=[O:17])[CH:13]=[CH:12][C:11]=1[O:19][C:2]1[N:7]=[CH:6][CH:5]=[CH:4][N:3]=1. The yield is 0.780.